From a dataset of Full USPTO retrosynthesis dataset with 1.9M reactions from patents (1976-2016). Predict the reactants needed to synthesize the given product. (1) Given the product [CH2:23]([O:22][CH:9]([C:10]1[N:14]([C:32]2[N:37]=[CH:36][CH:35]=[CH:34][N:33]=2)[N:13]=[C:12]([C:15]2[CH:20]=[CH:19][C:18]([Cl:21])=[CH:17][CH:16]=2)[CH:11]=1)[CH2:8][NH:7][C:6](=[O:30])[O:5][C:1]([CH3:4])([CH3:2])[CH3:3])[C:24]1[CH:29]=[CH:28][CH:27]=[CH:26][CH:25]=1, predict the reactants needed to synthesize it. The reactants are: [C:1]([O:5][C:6](=[O:30])[NH:7][CH2:8][CH:9]([O:22][CH2:23][C:24]1[CH:29]=[CH:28][CH:27]=[CH:26][CH:25]=1)[C:10]1[NH:14][N:13]=[C:12]([C:15]2[CH:20]=[CH:19][C:18]([Cl:21])=[CH:17][CH:16]=2)[CH:11]=1)([CH3:4])([CH3:3])[CH3:2].Br[C:32]1[N:37]=[CH:36][CH:35]=[CH:34][N:33]=1.C([O-])([O-])=O.[Cs+].[Cs+].N1C2C(=CC=C3C=2N=CC=C3)C=CC=1. (2) Given the product [NH2:7][CH2:8][C:9]([NH:10][CH2:11][C:12]1[CH:17]=[CH:16][C:15]([CH2:18][N:19]2[CH2:23][C:22](=[O:24])[NH:21][S:20]2(=[O:36])=[O:37])=[CH:14][CH:13]=1)=[O:38], predict the reactants needed to synthesize it. The reactants are: C(OC(=O)[NH:7][CH2:8][C:9](=[O:38])[NH:10][CH2:11][C:12]1[CH:17]=[CH:16][C:15]([CH2:18][N:19]2[CH2:23][C:22](=[O:24])[N:21](CC3C=CC(OC)=CC=3OC)[S:20]2(=[O:37])=[O:36])=[CH:14][CH:13]=1)(C)(C)C.